Predict the product of the given reaction. From a dataset of Forward reaction prediction with 1.9M reactions from USPTO patents (1976-2016). (1) The product is: [Cl:2][C:3]1[CH:4]=[C:5]([C:10]2[C:15]([C:16]3[CH:17]=[CH:18][C:19]4[N:20]=[CH:21][NH:22][C:23](=[O:26])[C:24]=4[N:25]=3)=[CH:14][CH:13]=[CH:12][N:11]=2)[CH:6]=[CH:7][C:8]=1[F:9]. Given the reactants Cl.[Cl:2][C:3]1[CH:4]=[C:5]([C:10]2[C:15]([C:16]3[CH:17]=[CH:18][C:19]4[N:20]=[CH:21][N:22]=[C:23]([O:26]C)[C:24]=4[N:25]=3)=[CH:14][CH:13]=[CH:12][N:11]=2)[CH:6]=[CH:7][C:8]=1[F:9], predict the reaction product. (2) Given the reactants [F:1][C:2]1[CH:7]=[CH:6][CH:5]=[CH:4][C:3]=1[CH2:8][C:9]([NH:11][CH2:12][C:13]1[CH2:18][CH2:17][C:16](=[O:19])[NH:15][N:14]=1)=[O:10].BrBr, predict the reaction product. The product is: [F:1][C:2]1[CH:7]=[CH:6][CH:5]=[CH:4][C:3]=1[CH2:8][C:9]([NH:11][CH2:12][C:13]1[CH:18]=[CH:17][C:16](=[O:19])[NH:15][N:14]=1)=[O:10]. (3) The product is: [CH:28]1([S:31]([C:2]2[CH:27]=[CH:26][C:5]([CH2:6][O:7][CH2:8][C@@H:9]3[CH2:11][C@@H:10]3[CH:12]3[CH2:17][CH2:16][N:15]([C:18]4[N:23]=[CH:22][C:21]([CH2:24][CH3:25])=[CH:20][N:19]=4)[CH2:14][CH2:13]3)=[CH:4][CH:3]=2)(=[O:33])=[O:32])[CH2:30][CH2:29]1. Given the reactants Br[C:2]1[CH:27]=[CH:26][C:5]([CH2:6][O:7][CH2:8][C@@H:9]2[CH2:11][C@@H:10]2[CH:12]2[CH2:17][CH2:16][N:15]([C:18]3[N:23]=[CH:22][C:21]([CH2:24][CH3:25])=[CH:20][N:19]=3)[CH2:14][CH2:13]2)=[CH:4][CH:3]=1.[CH:28]1([S:31]([O-:33])=[O:32])[CH2:30][CH2:29]1.[Na+].CNCCNC, predict the reaction product.